Task: Predict which catalyst facilitates the given reaction.. Dataset: Catalyst prediction with 721,799 reactions and 888 catalyst types from USPTO (1) Reactant: [F:1][C:2]([F:7])([F:6])[C:3]([OH:5])=[O:4].[C:8]([C:10]1[CH:11]=[C:12]([C:20]2[O:24][N:23]=[C:22]([C:25]3[C:26]([CH3:48])=[C:27]4[C:32](=[CH:33][CH:34]=3)[CH:31]([CH2:35][CH2:36][CH2:37][C:38]([OH:40])=[O:39])[N:30](C(OC(C)(C)C)=O)[CH2:29][CH2:28]4)[N:21]=2)[CH:13]=[CH:14][C:15]=1[O:16][CH:17]([CH3:19])[CH3:18])#[N:9]. Product: [F:1][C:2]([F:7])([F:6])[C:3]([OH:5])=[O:4].[C:8]([C:10]1[CH:11]=[C:12]([C:20]2[O:24][N:23]=[C:22]([C:25]3[C:26]([CH3:48])=[C:27]4[C:32](=[CH:33][CH:34]=3)[CH:31]([CH2:35][CH2:36][CH2:37][C:38]([OH:40])=[O:39])[NH:30][CH2:29][CH2:28]4)[N:21]=2)[CH:13]=[CH:14][C:15]=1[O:16][CH:17]([CH3:19])[CH3:18])#[N:9]. The catalyst class is: 4. (2) Reactant: [CH2:1]([C:3]1[CH:11]=[C:10]2[C:6]([CH2:7][C:8](=[O:14])[N:9]2OC)=[CH:5][CH:4]=1)[CH3:2]. Product: [CH2:1]([C:3]1[CH:11]=[C:10]2[C:6]([CH2:7][C:8](=[O:14])[NH:9]2)=[CH:5][CH:4]=1)[CH3:2]. The catalyst class is: 19. (3) Reactant: [C:1]([O:7][CH3:8])(=[O:6])[CH2:2][C:3]([CH3:5])=O.[Cl:9][C:10]1[CH:17]=[CH:16][CH:15]=[CH:14][C:11]=1[CH:12]=O.[NH4+:18].[OH-:19]. Product: [Cl:9][C:10]1[CH:17]=[CH:16][CH:15]=[CH:14][C:11]=1[CH:12]1[C:2]([C:1]([O:7][CH3:8])=[O:6])=[C:3]([CH3:5])[NH:18][C:3]([CH3:5])=[C:2]1[C:1]([O:7][CH3:8])=[O:19]. The catalyst class is: 14. (4) Reactant: [CH:1]1([C:4](Cl)=[O:5])[CH2:3][CH2:2]1.[NH2:7][C:8]1[CH:17]=[C:16]2[C:11]([CH:12]=[CH:13][N:14]([C:19]3[CH:20]=[N:21][CH:22]=[CH:23][C:24]=3[CH3:25])[C:15]2=[O:18])=[CH:10][CH:9]=1.C(OC(=O)C)C. Product: [CH3:25][C:24]1[CH:23]=[CH:22][N:21]=[CH:20][C:19]=1[N:14]1[CH:13]=[CH:12][C:11]2[C:16](=[CH:17][C:8]([NH:7][C:4]([CH:1]3[CH2:3][CH2:2]3)=[O:5])=[CH:9][CH:10]=2)[C:15]1=[O:18]. The catalyst class is: 6. (5) Reactant: Cl.[CH3:2][S:3]([C:6]1[CH:12]=[CH:11][C:9]([NH2:10])=[CH:8][CH:7]=1)(=[O:5])=[O:4].C[Al](C)C.[C:17]([C:19]1[CH:24]=[CH:23][CH:22]=[CH:21][N:20]=1)#[N:18]. Product: [CH3:2][S:3]([C:6]1[CH:12]=[CH:11][C:9]([NH:10][C:17]([C:19]2[CH:24]=[CH:23][CH:22]=[CH:21][N:20]=2)=[NH:18])=[CH:8][CH:7]=1)(=[O:4])=[O:5]. The catalyst class is: 648. (6) Reactant: Br[C:2]1[CH:3]=[C:4]([NH:10][C:11]2[CH:16]=[N:15][C:14]([N:17]3[CH2:22][CH2:21][N:20]([CH:23]4[CH2:26][O:25][CH2:24]4)[CH2:19][C@@H:18]3[CH3:27])=[CH:13][N:12]=2)[C:5](=[O:9])[N:6]([CH3:8])[CH:7]=1.[C:28]([O:31][CH2:32][C:33]1[C:34]([N:42]2[CH2:53][CH2:52][N:51]3[C:44](=[CH:45][C:46]4[CH2:47][C:48]([CH3:55])([CH3:54])[CH2:49][C:50]=43)[C:43]2=[O:56])=[N:35][CH:36]=[CH:37][C:38]=1B(O)O)(=[O:30])[CH3:29].C([O-])(=O)C.[Na+].[O-]P([O-])([O-])=O.[K+].[K+].[K+]. Product: [C:28]([O:31][CH2:32][C:33]1[C:34]([N:42]2[CH2:53][CH2:52][N:51]3[C:44](=[CH:45][C:46]4[CH2:47][C:48]([CH3:55])([CH3:54])[CH2:49][C:50]=43)[C:43]2=[O:56])=[N:35][CH:36]=[CH:37][C:38]=1[C:2]1[CH:3]=[C:4]([NH:10][C:11]2[CH:16]=[N:15][C:14]([N:17]3[CH2:22][CH2:21][N:20]([CH:23]4[CH2:26][O:25][CH2:24]4)[CH2:19][C@@H:18]3[CH3:27])=[CH:13][N:12]=2)[C:5](=[O:9])[N:6]([CH3:8])[CH:7]=1)(=[O:30])[CH3:29]. The catalyst class is: 543.